Dataset: Forward reaction prediction with 1.9M reactions from USPTO patents (1976-2016). Task: Predict the product of the given reaction. (1) Given the reactants [C:1]1([CH:9]=[CH:8][CH:7]=[C:5](O)[C:3]=1[OH:4])O.[CH3:10][C:11](C)=[O:12].C(C(C)=O)C, predict the reaction product. The product is: [C:5]1([CH3:10])[C:3]([OH:4])=[CH:1][CH:9]=[CH:8][CH:7]=1.[CH2:11]=[O:12]. (2) Given the reactants [H-].[Na+].C([O:6][C:7](=[O:21])[C:8]1[CH:13]=[CH:12][C:11]([N+:14]([O-:16])=[O:15])=[CH:10][C:9]=1[O:17][CH2:18][CH:19]=[CH2:20])C=C.Cl, predict the reaction product. The product is: [CH2:18]([O:17][C:9]1[CH:10]=[C:11]([N+:14]([O-:16])=[O:15])[CH:12]=[CH:13][C:8]=1[C:7]([OH:21])=[O:6])[CH:19]=[CH2:20]. (3) Given the reactants C[O:2][C:3]1[CH:8]=[C:7]([C:9]2[O:10][C:11]([CH3:14])=[CH:12][N:13]=2)[CH:6]=[CH:5][C:4]=1[C:15]1[N:20]=[N:19][C:18]([N:21]([CH3:32])[CH:22]2[CH2:27][C:26]([CH3:29])([CH3:28])[NH:25][C:24]([CH3:31])([CH3:30])[CH2:23]2)=[CH:17][CH:16]=1.[Li+].[I-], predict the reaction product. The product is: [CH3:32][N:21]([CH:22]1[CH2:27][C:26]([CH3:29])([CH3:28])[NH:25][C:24]([CH3:31])([CH3:30])[CH2:23]1)[C:18]1[N:19]=[N:20][C:15]([C:4]2[CH:5]=[CH:6][C:7]([C:9]3[O:10][C:11]([CH3:14])=[CH:12][N:13]=3)=[CH:8][C:3]=2[OH:2])=[CH:16][CH:17]=1. (4) Given the reactants [C:1]([C:3]1[C:8]2[N:9]([CH2:12][C:13]([OH:15])=O)[CH:10]=[N:11][C:7]=2[CH:6]=[CH:5][CH:4]=1)#[N:2].[NH2:16][CH:17]([C:19]1[CH:24]=[CH:23][C:22]([C:25]2([C:28]#[N:29])[CH2:27][CH2:26]2)=[CH:21][CH:20]=1)[CH3:18].CCN(CC)CC.CN(C(ON1N=NC2C=CC=NC1=2)=[N+](C)C)C.F[P-](F)(F)(F)(F)F, predict the reaction product. The product is: [C:1]([C:3]1[C:8]2[N:9]([CH2:12][C:13]([NH:16][CH:17]([C:19]3[CH:24]=[CH:23][C:22]([C:25]4([C:28]#[N:29])[CH2:26][CH2:27]4)=[CH:21][CH:20]=3)[CH3:18])=[O:15])[CH:10]=[N:11][C:7]=2[CH:6]=[CH:5][CH:4]=1)#[N:2]. (5) Given the reactants O[C@@]1(C)CCCN1[C:7]1[N:12]=[C:11]([NH:13][CH2:14][C:15]2[CH:20]=[CH:19][C:18]([O:21][CH3:22])=[C:17]([Cl:23])[CH:16]=2)[C:10]([C:24](=[O:33])NCC2N=CC=CN=2)=[CH:9][N:8]=1.[OH-:35].[Na+].C(O)(=O)CC(CC(O)=O)(C(O)=O)O.O.[CH3:51][S:52](C)=O, predict the reaction product. The product is: [CH3:51][S:52][C:7]1[N:12]=[C:11]([NH:13][CH2:14][C:15]2[CH:20]=[CH:19][C:18]([O:21][CH3:22])=[C:17]([Cl:23])[CH:16]=2)[C:10]([C:24]([OH:33])=[O:35])=[CH:9][N:8]=1. (6) Given the reactants [OH-].[Na+].[Cl:3][C:4]1[C:12]2[O:11][CH:10]=[CH:9][C:8]=2[CH:7]=[C:6]([C:13]([C@H:15]2[CH2:17][C@@H:16]2[C:18]([O:20]C)=[O:19])=[O:14])[CH:5]=1.Cl.C(OCC)(=O)C, predict the reaction product. The product is: [Cl:3][C:4]1[C:12]2[O:11][CH:10]=[CH:9][C:8]=2[CH:7]=[C:6]([C:13]([C@H:15]2[CH2:17][C@@H:16]2[C:18]([OH:20])=[O:19])=[O:14])[CH:5]=1. (7) Given the reactants [CH2:1]([N:5]1[C:13]2[N:12]=[C:11]([Cl:14])[N:10]([CH2:15][CH:16]=[CH2:17])[C:9]=2[C:8](=[O:18])[NH:7][C:6]1=[O:19])[CH2:2][CH2:3][CH3:4].C([O-])([O-])=O.[Cs+].[Cs+].Br[CH2:27][CH2:28][CH2:29][CH2:30][OH:31], predict the reaction product. The product is: [CH2:1]([N:5]1[C:13]2[N:12]=[C:11]([Cl:14])[N:10]([CH2:15][CH:16]=[CH2:17])[C:9]=2[C:8](=[O:18])[N:7]([CH2:27][CH2:28][CH2:29][CH2:30][OH:31])[C:6]1=[O:19])[CH2:2][CH2:3][CH3:4]. (8) Given the reactants Cl[C:2]1[N:3]=[CH:4][C:5]2[NH:11][C:10](=[O:12])[C:9]([F:14])([F:13])[CH2:8][N:7]([CH:15]3[CH2:19][CH2:18][CH2:17][CH2:16]3)[C:6]=2[N:20]=1.[NH2:21][C:22]1[CH:30]=[CH:29][C:25]([C:26]([OH:28])=[O:27])=[CH:24][C:23]=1[O:31][CH3:32].Cl, predict the reaction product. The product is: [CH:15]1([N:7]2[CH2:8][C:9]([F:14])([F:13])[C:10](=[O:12])[NH:11][C:5]3[CH:4]=[N:3][C:2]([NH:21][C:22]4[CH:30]=[CH:29][C:25]([C:26]([OH:28])=[O:27])=[CH:24][C:23]=4[O:31][CH3:32])=[N:20][C:6]2=3)[CH2:19][CH2:18][CH2:17][CH2:16]1. (9) Given the reactants [CH3:1][C:2]([CH3:39])([CH3:38])[C:3]([O:5][C:6]1[CH:11]=[CH:10][C:9]([C:12]([C:25]2[CH:30]=[CH:29][C:28]([O:31][C:32](=[O:37])[C:33]([CH3:36])([CH3:35])[CH3:34])=[CH:27][CH:26]=2)=[C:13]([C:18]2[CH:23]=[CH:22][C:21]([OH:24])=[CH:20][CH:19]=2)[CH2:14][CH2:15][CH2:16][CH3:17])=[CH:8][CH:7]=1)=[O:4].C([O-])([O-])=O.[K+].[K+].O.Cl.Cl[CH2:49][CH2:50][N:51]1[CH2:56][CH2:55][CH2:54][CH2:53][CH2:52]1, predict the reaction product. The product is: [CH3:34][C:33]([CH3:36])([CH3:35])[C:32]([O:31][C:28]1[CH:27]=[CH:26][C:25]([C:12]([C:9]2[CH:8]=[CH:7][C:6]([O:5][C:3](=[O:4])[C:2]([CH3:38])([CH3:1])[CH3:39])=[CH:11][CH:10]=2)=[C:13]([C:18]2[CH:23]=[CH:22][C:21]([O:24][CH2:49][CH2:50][N:51]3[CH2:56][CH2:55][CH2:54][CH2:53][CH2:52]3)=[CH:20][CH:19]=2)[CH2:14][CH2:15][CH2:16][CH3:17])=[CH:30][CH:29]=1)=[O:37]. (10) The product is: [NH2:1][C:2]1[C:11]([C:12]([NH:14][C:15]2[S:19][N:18]=[C:17]([CH3:20])[C:16]=2[N:22]2[CH:26]=[CH:25][CH:24]=[N:23]2)=[O:13])=[C:5]2[N:6]=[CH:7][C:8]([F:10])=[CH:9][N:4]2[N:3]=1. Given the reactants [NH2:1][C:2]1[C:11]([C:12]([NH:14][C:15]2[S:19][N:18]=[C:17]([CH3:20])[C:16]=2Br)=[O:13])=[C:5]2[N:6]=[CH:7][C:8]([F:10])=[CH:9][N:4]2[N:3]=1.[NH:22]1[CH:26]=[CH:25][CH:24]=[N:23]1.C([O-])([O-])=O.[Cs+].[Cs+], predict the reaction product.